Dataset: Peptide-MHC class II binding affinity with 134,281 pairs from IEDB. Task: Regression. Given a peptide amino acid sequence and an MHC pseudo amino acid sequence, predict their binding affinity value. This is MHC class II binding data. (1) The peptide sequence is QLSRKTFDTEYQKTK. The MHC is DRB1_1501 with pseudo-sequence DRB1_1501. The binding affinity (normalized) is 0. (2) The peptide sequence is LGHRDALEDDLLNRN. The MHC is HLA-DPA10301-DPB10402 with pseudo-sequence HLA-DPA10301-DPB10402. The binding affinity (normalized) is 0.211. (3) The peptide sequence is RFKYLLNVSYLCHLV. The MHC is H-2-IAb with pseudo-sequence H-2-IAb. The binding affinity (normalized) is 0.0965. (4) The peptide sequence is ASIAARGWAAHRARA. The MHC is DRB1_1301 with pseudo-sequence DRB1_1301. The binding affinity (normalized) is 0.898. (5) The peptide sequence is KMYFNLIDTKCYK. The MHC is DRB1_0401 with pseudo-sequence DRB1_0401. The binding affinity (normalized) is 0.506. (6) The peptide sequence is TAHLKRLWKMLDPRQ. The MHC is H-2-IEd with pseudo-sequence H-2-IEd. The binding affinity (normalized) is 0.238. (7) The peptide sequence is QEALEDFREFSRAKG. The MHC is HLA-DPA10301-DPB10402 with pseudo-sequence HLA-DPA10301-DPB10402. The binding affinity (normalized) is 0.259.